This data is from Forward reaction prediction with 1.9M reactions from USPTO patents (1976-2016). The task is: Predict the product of the given reaction. (1) Given the reactants [C:1]([C@H:5]1[CH2:10][CH2:9][C@H:8]([O:11][C:12]2[CH:13]=[C:14]3[C:19](=[CH:20][CH:21]=2)[N:18]=[C:17]([CH2:22][N:23]2[CH2:26][CH:25]([C:27]([OH:29])=[O:28])[CH2:24]2)[CH:16]=[C:15]3[C:30]([F:33])([F:32])[F:31])[CH2:7][CH2:6]1)([CH3:4])([CH3:3])[CH3:2].[C:34](O)(C(F)(F)F)=O, predict the reaction product. The product is: [C:1]([C@H:5]1[CH2:10][CH2:9][C@H:8]([O:11][C:12]2[CH:13]=[C:14]3[C:19](=[CH:20][CH:21]=2)[N:18]=[C:17]([CH2:22][N:23]2[CH2:34][CH2:24][CH:25]([C:27]([OH:29])=[O:28])[CH2:26]2)[CH:16]=[C:15]3[C:30]([F:33])([F:32])[F:31])[CH2:7][CH2:6]1)([CH3:3])([CH3:2])[CH3:4]. (2) Given the reactants [CH:1]([C:4]1[CH:9]=[CH:8][C:7]([C:10]2[C:14]3[C:15]([CH3:21])=[CH:16][C:17]([CH3:20])=[C:18]([CH3:19])[C:13]=3[O:12][CH:11]=2)=[C:6]([O:22][CH3:23])[CH:5]=1)([CH3:3])[CH3:2], predict the reaction product. The product is: [CH:1]([C:4]1[CH:9]=[CH:8][C:7]([CH:10]2[C:14]3[C:15]([CH3:21])=[CH:16][C:17]([CH3:20])=[C:18]([CH3:19])[C:13]=3[O:12][CH2:11]2)=[C:6]([O:22][CH3:23])[CH:5]=1)([CH3:3])[CH3:2]. (3) Given the reactants [NH2:1][C:2]1[S:3][C:4]2[CH:10]=[C:9]([OH:11])[CH:8]=[CH:7][C:5]=2[N:6]=1.[C:12]([C:20]1[CH:28]=[CH:27][C:23]([C:24](O)=[O:25])=[CH:22][CH:21]=1)(=[O:19])[C:13]1[CH:18]=[CH:17][CH:16]=[CH:15][CH:14]=1.CN(C(ON1N=NC2C=CC=NC1=2)=[N+](C)C)C.F[P-](F)(F)(F)(F)F.C(N(C(C)C)CC)(C)C, predict the reaction product. The product is: [C:12]([C:20]1[CH:21]=[CH:22][C:23]([C:24]([NH:1][C:2]2[S:3][C:4]3[CH:10]=[C:9]([OH:11])[CH:8]=[CH:7][C:5]=3[N:6]=2)=[O:25])=[CH:27][CH:28]=1)(=[O:19])[C:13]1[CH:14]=[CH:15][CH:16]=[CH:17][CH:18]=1. (4) Given the reactants Br[C:2]1[CH:3]=[C:4]2[C:9](=[CH:10][CH:11]=1)[N:8]=[C:7]([C:12]1[O:13][CH:14]=[CH:15][CH:16]=1)[CH:6]=[C:5]2[C:17]([NH:19][C:20]1[CH:21]=[N:22][CH:23]=[CH:24][CH:25]=1)=[O:18], predict the reaction product. The product is: [O:13]1[CH:14]=[CH:15][CH:16]=[C:12]1[C:7]1[CH:6]=[C:5]([C:17]([NH:19][C:20]2[CH:21]=[N:22][CH:23]=[CH:24][CH:25]=2)=[O:18])[C:4]2[C:9](=[CH:10][CH:11]=[C:2]([C:2]3[CH:3]=[CH:4][CH:9]=[CH:10][CH:11]=3)[CH:3]=2)[N:8]=1. (5) Given the reactants N[C@@H]1C2C(=CC=CC=2)C[C@@H]1O.[C:12]1([C:18]2[C:27]([C:28](=[O:39])[C:29]3[CH:34]=[CH:33][C:32]([C:35]([F:38])([F:37])[F:36])=[CH:31][CH:30]=3)=[C:26]([CH:40]([CH3:42])[CH3:41])[CH:25]=[C:24]3[C:19]=2[C:20](=[O:45])[CH2:21][C:22]([CH3:44])([CH3:43])[O:23]3)[CH2:17][CH2:16][CH2:15][CH2:14][CH:13]=1.CO, predict the reaction product. The product is: [C:12]1([C:18]2[C:27]([C:28]([C:29]3[CH:30]=[CH:31][C:32]([C:35]([F:36])([F:37])[F:38])=[CH:33][CH:34]=3)=[O:39])=[C:26]([CH:40]([CH3:41])[CH3:42])[CH:25]=[C:24]3[C:19]=2[CH:20]([OH:45])[CH2:21][C:22]([CH3:43])([CH3:44])[O:23]3)[CH2:17][CH2:16][CH2:15][CH2:14][CH:13]=1.